From a dataset of NCI-60 drug combinations with 297,098 pairs across 59 cell lines. Regression. Given two drug SMILES strings and cell line genomic features, predict the synergy score measuring deviation from expected non-interaction effect. (1) Drug 1: CN1CCC(CC1)COC2=C(C=C3C(=C2)N=CN=C3NC4=C(C=C(C=C4)Br)F)OC. Drug 2: C1CN(CCN1C(=O)CCBr)C(=O)CCBr. Cell line: MOLT-4. Synergy scores: CSS=59.3, Synergy_ZIP=-3.97, Synergy_Bliss=-1.88, Synergy_Loewe=-5.65, Synergy_HSA=-0.344. (2) Drug 1: CC1C(C(CC(O1)OC2CC(CC3=C2C(=C4C(=C3O)C(=O)C5=C(C4=O)C(=CC=C5)OC)O)(C(=O)C)O)N)O.Cl. Drug 2: CN(CC1=CN=C2C(=N1)C(=NC(=N2)N)N)C3=CC=C(C=C3)C(=O)NC(CCC(=O)O)C(=O)O. Cell line: MDA-MB-435. Synergy scores: CSS=-2.09, Synergy_ZIP=0.351, Synergy_Bliss=2.24, Synergy_Loewe=-6.24, Synergy_HSA=-6.21. (3) Drug 1: C1=C(C(=O)NC(=O)N1)F. Drug 2: CCC1=C2N=C(C=C(N2N=C1)NCC3=C[N+](=CC=C3)[O-])N4CCCCC4CCO. Cell line: NCIH23. Synergy scores: CSS=51.7, Synergy_ZIP=-0.994, Synergy_Bliss=-2.51, Synergy_Loewe=-2.38, Synergy_HSA=1.17. (4) Drug 1: CC1=CC2C(CCC3(C2CCC3(C(=O)C)OC(=O)C)C)C4(C1=CC(=O)CC4)C. Drug 2: CC12CCC3C(C1CCC2OP(=O)(O)O)CCC4=C3C=CC(=C4)OC(=O)N(CCCl)CCCl.[Na+]. Cell line: SK-MEL-2. Synergy scores: CSS=-2.52, Synergy_ZIP=-0.931, Synergy_Bliss=-0.999, Synergy_Loewe=-4.25, Synergy_HSA=-3.35. (5) Drug 1: C1CC(=O)NC(=O)C1N2CC3=C(C2=O)C=CC=C3N. Synergy scores: CSS=1.55, Synergy_ZIP=-2.39, Synergy_Bliss=-3.52, Synergy_Loewe=-1.53, Synergy_HSA=-1.54. Cell line: SK-OV-3. Drug 2: CC1CCCC2(C(O2)CC(NC(=O)CC(C(C(=O)C(C1O)C)(C)C)O)C(=CC3=CSC(=N3)C)C)C.